Dataset: Catalyst prediction with 721,799 reactions and 888 catalyst types from USPTO. Task: Predict which catalyst facilitates the given reaction. (1) Reactant: [CH3:1][O:2][C:3](=[O:11])[C:4]1[CH:9]=[CH:8][C:7]([OH:10])=[CH:6][CH:5]=1.N1C=CC=CC=1.[CH3:18][S:19](Cl)(=[O:21])=[O:20]. Product: [CH3:1][O:2][C:3](=[O:11])[C:4]1[CH:9]=[CH:8][C:7]([O:10][S:19]([CH3:18])(=[O:21])=[O:20])=[CH:6][CH:5]=1. The catalyst class is: 1. (2) Reactant: [NH2:1][CH2:2][CH2:3][N:4]([CH2:8][CH2:9][NH2:10])[CH2:5][CH2:6][NH2:7].C(=O)(O)[O-].[Na+].Cl[C:17]([CH3:23])([CH3:22])[CH:18]([N:20]=[O:21])[CH3:19]. Product: [CH3:22][C:17]([CH3:23])([NH:1][CH2:2][CH2:3][N:4]([CH2:8][CH2:9][NH2:10])[CH2:5][CH2:6][NH:7][C:17]([CH3:23])([CH3:22])[C:18](=[N:20][OH:21])[CH3:19])[C:18](=[N:20][OH:21])[CH3:19]. The catalyst class is: 10. (3) Reactant: [CH3:1][O:2][C:3]1[CH:28]=[CH:27][C:6]([CH2:7][N:8]2[C:12]3=[N:13][CH:14]=[CH:15][C:16]([O:17][C:18]4[CH:23]=[CH:22][C:21]([NH2:24])=[CH:20][C:19]=4[F:25])=[C:11]3[C:10](I)=[N:9]2)=[CH:5][CH:4]=1.[CH2:29]1[CH:33]2[CH2:34][NH:35][CH2:36][CH:32]2[CH2:31][N:30]1[C:37]([O:39][C:40]([CH3:43])([CH3:42])[CH3:41])=[O:38].N1CCC[C@H]1C(O)=O.C([O-])([O-])=O.[K+].[K+]. Product: [NH2:24][C:21]1[CH:22]=[CH:23][C:18]([O:17][C:16]2[CH:15]=[CH:14][N:13]=[C:12]3[N:8]([CH2:7][C:6]4[CH:27]=[CH:28][C:3]([O:2][CH3:1])=[CH:4][CH:5]=4)[N:9]=[C:10]([N:35]4[CH2:34][CH:33]5[CH2:29][N:30]([C:37]([O:39][C:40]([CH3:43])([CH3:42])[CH3:41])=[O:38])[CH2:31][CH:32]5[CH2:36]4)[C:11]=23)=[C:19]([F:25])[CH:20]=1. The catalyst class is: 419. (4) Reactant: [NH2:1][C:2]1[C:11]([CH:12]([CH3:14])[CH3:13])=[N:10][CH:9]=[CH:8][C:3]=1[C:4]([O:6]C)=[O:5].O.[OH-].[Li+]. Product: [NH2:1][C:2]1[C:11]([CH:12]([CH3:14])[CH3:13])=[N:10][CH:9]=[CH:8][C:3]=1[C:4]([OH:6])=[O:5]. The catalyst class is: 20. (5) Reactant: [O:1]=[C:2]1[C:11]2[C:6](=[CH:7][CH:8]=[CH:9][CH:10]=2)[NH:5][CH:4]=[C:3]1[C:12]([O:14]CC)=[O:13].[OH-].[Na+].C. Product: [O:1]=[C:2]1[C:11]2[C:6](=[CH:7][CH:8]=[CH:9][CH:10]=2)[NH:5][CH:4]=[C:3]1[C:12]([OH:14])=[O:13]. The catalyst class is: 6. (6) Reactant: [NH:1]1[C:9]2[C:4](=[CH:5][CH:6]=[CH:7][CH:8]=2)[C:3]([CH2:10][C@H:11]([NH:13][CH2:14][C:15]([F:18])([F:17])[F:16])[CH3:12])=[CH:2]1.[Br:19][C:20]1[CH:27]=[C:26]([F:28])[C:23]([CH:24]=O)=[C:22]([F:29])[CH:21]=1.C(O)(=O)C. Product: [Br:19][C:20]1[CH:27]=[C:26]([F:28])[C:23]([C@@H:24]2[C:2]3[NH:1][C:9]4[C:4]([C:3]=3[CH2:10][C@@H:11]([CH3:12])[N:13]2[CH2:14][C:15]([F:16])([F:17])[F:18])=[CH:5][CH:6]=[CH:7][CH:8]=4)=[C:22]([F:29])[CH:21]=1. The catalyst class is: 11. (7) Reactant: [H-].[Na+].[Cl:3][C:4]1[C:5]([C:20]#[N:21])=[C:6]2[N:11]([C:12]=1[C:13]1[CH:14]=[N:15][CH:16]=[CH:17][CH:18]=1)[CH2:10][CH2:9][CH2:8][CH:7]2[OH:19].[CH3:22]I. Product: [Cl:3][C:4]1[C:5]([C:20]#[N:21])=[C:6]2[N:11]([C:12]=1[C:13]1[CH:14]=[N:15][CH:16]=[CH:17][CH:18]=1)[CH2:10][CH2:9][CH2:8][CH:7]2[O:19][CH3:22]. The catalyst class is: 266. (8) Reactant: [Cl:1][C:2]1[C:7]2[NH:8][C:9](=[O:11])[NH:10][C:6]=2[CH:5]=[C:4]([Cl:12])[N:3]=1.[N+:13]([O-])([O-:15])=[O:14].[K+]. Product: [Cl:1][C:2]1[C:7]2[NH:8][C:9](=[O:11])[NH:10][C:6]=2[C:5]([N+:13]([O-:15])=[O:14])=[C:4]([Cl:12])[N:3]=1. The catalyst class is: 82. (9) Product: [CH3:20][C:5]1([C:10]([O:12][CH2:13][C:14]2[CH:19]=[CH:18][CH:17]=[CH:16][CH:15]=2)=[O:11])[C:4](=[O:3])[CH2:9][CH2:8][CH2:7][O:6]1. Reactant: [H-].[Na+].[O:3]=[C:4]1[CH2:9][CH2:8][CH2:7][O:6][CH:5]1[C:10]([O:12][CH2:13][C:14]1[CH:19]=[CH:18][CH:17]=[CH:16][CH:15]=1)=[O:11].[CH3:20]N(C=O)C.IC. The catalyst class is: 809. (10) Reactant: [C:1]([O:5][C:6](=[O:26])[NH:7][S:8]([CH2:11]P(C1C=CC=CC=1)(C1C=CC=CC=1)=O)(=[O:10])=[O:9])([CH3:4])([CH3:3])[CH3:2].[H-].[Na+].[C:29]1([C:35]2[CH:44]=[CH:43][CH:42]=[C:41]3[C:36]=2[C:37]([NH:53][CH2:54][C:55]2[CH:60]=[CH:59][CH:58]=[CH:57][N:56]=2)=N[C:39]([C:45]2[CH:46]=[N:47][CH:48]=[C:49]([CH:52]=2)[CH:50]=O)=[N:40]3)[CH:34]=[CH:33][CH:32]=[CH:31][CH:30]=1.[Cl-].[NH4+:62]. Product: [C:29]1([C:35]2[CH:44]=[CH:43][CH:42]=[C:41]3[C:36]=2[C:37]([NH:53][CH2:54][C:55]2[CH:60]=[CH:59][CH:58]=[CH:57][N:56]=2)=[N:62][C:39]([C:45]2[CH:52]=[C:49](/[CH:50]=[CH:11]/[S:8]([NH:7][C:6](=[O:26])[O:5][C:1]([CH3:3])([CH3:2])[CH3:4])(=[O:10])=[O:9])[CH:48]=[N:47][CH:46]=2)=[N:40]3)[CH:34]=[CH:33][CH:32]=[CH:31][CH:30]=1. The catalyst class is: 9.